Dataset: Orexin1 receptor HTS with 218,158 compounds and 233 confirmed actives. Task: Binary Classification. Given a drug SMILES string, predict its activity (active/inactive) in a high-throughput screening assay against a specified biological target. (1) The drug is OC(=O)C1N(CCC1)C(=O)COc1cc2O\C(C(=O)c2cc1)=C/c1c(OC)ccc(OC)c1. The result is 0 (inactive). (2) The molecule is S(=O)(=O)(N1CCCC1)c1cc(n(c1)C)C(=O)N(c1ccc(cc1)C)C. The result is 0 (inactive). (3) The result is 1 (active). The drug is S(=O)(=O)(N1C(CCC1)C(=O)Nc1cc(cc(c1)C)C)c1c2ncccc2ccc1. (4) The compound is O=C(c1cc2c(cc1)cccc2)/C=C/NCC(=O)c1ccccc1. The result is 0 (inactive). (5) The drug is S(c1n(c2ccc(cc2)C)c(nn1)CSc1nc(cc(n1)C)C)CC(=O)NCc1occc1. The result is 0 (inactive). (6) The drug is O(C(C)(C)C)C(=O)C(NC(=O)c1nc[nH]c1C(=O)N(Cc1ccccc1)C)C. The result is 0 (inactive). (7) The molecule is O1CCN(CC1)c1oc(nc1C#N)c1ccc(OCc2ccccc2)cc1. The result is 0 (inactive). (8) The compound is S(c1nc(=O)n(c2CCCc12)Cc1ncccc1)CC(=O)Nc1c(OC)ccc(OC)c1. The result is 0 (inactive). (9) The molecule is Brc1sc(S(=O)(=O)N2C(CCC2)C(=O)Nc2cc(SC)ccc2)cc1. The result is 1 (active).